Dataset: Peptide-MHC class II binding affinity with 134,281 pairs from IEDB. Task: Regression. Given a peptide amino acid sequence and an MHC pseudo amino acid sequence, predict their binding affinity value. This is MHC class II binding data. (1) The peptide sequence is AFKVAATAAMAAPAN. The MHC is DRB1_0401 with pseudo-sequence DRB1_0401. The binding affinity (normalized) is 0.915. (2) The peptide sequence is RGLSSRKRRSHDVLT. The MHC is DRB1_1301 with pseudo-sequence DRB1_1301. The binding affinity (normalized) is 0.872. (3) The peptide sequence is LEVLNFDFQANAQLS. The MHC is HLA-DPA10201-DPB10101 with pseudo-sequence HLA-DPA10201-DPB10101. The binding affinity (normalized) is 0. (4) The peptide sequence is DDCVVRPIDDRFGLA. The MHC is HLA-DQA10201-DQB10303 with pseudo-sequence HLA-DQA10201-DQB10303. The binding affinity (normalized) is 0.374. (5) The peptide sequence is AGELELQFRRVKSKYPEGTK. The MHC is HLA-DPA10201-DPB11401 with pseudo-sequence HLA-DPA10201-DPB11401. The binding affinity (normalized) is 0.167. (6) The peptide sequence is YGQMKNGSTPMFNDINIYDL. The MHC is DRB1_0401 with pseudo-sequence DRB1_0401. The binding affinity (normalized) is 0.331.